This data is from Catalyst prediction with 721,799 reactions and 888 catalyst types from USPTO. The task is: Predict which catalyst facilitates the given reaction. Reactant: [CH3:1][N:2]1[CH:6]=[C:5]([C:7]2[N:12]=[C:11]3[N:13]([CH2:16][C@@H:17]4[CH2:22][N:21]([C:23]5[N:28]=[CH:27][C:26]([C:29]6[CH:44]=[CH:43][C:32]([CH2:33][N:34]7[CH2:39][CH2:38][N:37]([C:40](=[O:42])[CH3:41])[CH2:36][CH2:35]7)=[CH:31][CH:30]=6)=[CH:25][N:24]=5)[CH2:20][CH2:19][O:18]4)[N:14]=[N:15][C:10]3=[N:9][CH:8]=2)[CH:4]=[N:3]1.[ClH:45]. The catalyst class is: 135. Product: [ClH:45].[CH3:1][N:2]1[CH:6]=[C:5]([C:7]2[N:12]=[C:11]3[N:13]([CH2:16][C@@H:17]4[CH2:22][N:21]([C:23]5[N:24]=[CH:25][C:26]([C:29]6[CH:30]=[CH:31][C:32]([CH2:33][N:34]7[CH2:39][CH2:38][N:37]([C:40](=[O:42])[CH3:41])[CH2:36][CH2:35]7)=[CH:43][CH:44]=6)=[CH:27][N:28]=5)[CH2:20][CH2:19][O:18]4)[N:14]=[N:15][C:10]3=[N:9][CH:8]=2)[CH:4]=[N:3]1.